This data is from NCI-60 drug combinations with 297,098 pairs across 59 cell lines. The task is: Regression. Given two drug SMILES strings and cell line genomic features, predict the synergy score measuring deviation from expected non-interaction effect. (1) Drug 1: C1=CC(=CC=C1CC(C(=O)O)N)N(CCCl)CCCl.Cl. Drug 2: CC1=C(C(CCC1)(C)C)C=CC(=CC=CC(=CC(=O)O)C)C. Cell line: HT29. Synergy scores: CSS=14.8, Synergy_ZIP=-2.71, Synergy_Bliss=5.30, Synergy_Loewe=4.15, Synergy_HSA=4.15. (2) Drug 1: C1=CN(C(=O)N=C1N)C2C(C(C(O2)CO)O)O.Cl. Drug 2: C(CCl)NC(=O)N(CCCl)N=O. Cell line: TK-10. Synergy scores: CSS=21.4, Synergy_ZIP=-5.11, Synergy_Bliss=-3.18, Synergy_Loewe=0.284, Synergy_HSA=0.0254. (3) Drug 1: B(C(CC(C)C)NC(=O)C(CC1=CC=CC=C1)NC(=O)C2=NC=CN=C2)(O)O. Drug 2: N.N.Cl[Pt+2]Cl. Cell line: NCI-H460. Synergy scores: CSS=80.0, Synergy_ZIP=1.97, Synergy_Bliss=0.744, Synergy_Loewe=-10.2, Synergy_HSA=1.21. (4) Drug 1: CCCCC(=O)OCC(=O)C1(CC(C2=C(C1)C(=C3C(=C2O)C(=O)C4=C(C3=O)C=CC=C4OC)O)OC5CC(C(C(O5)C)O)NC(=O)C(F)(F)F)O. Drug 2: C1C(C(OC1N2C=NC3=C2NC=NCC3O)CO)O. Cell line: NCI-H322M. Synergy scores: CSS=30.6, Synergy_ZIP=-7.69, Synergy_Bliss=-5.52, Synergy_Loewe=-5.01, Synergy_HSA=-5.53. (5) Drug 1: C1CCC(C1)C(CC#N)N2C=C(C=N2)C3=C4C=CNC4=NC=N3. Drug 2: COC1=CC(=CC(=C1O)OC)C2C3C(COC3=O)C(C4=CC5=C(C=C24)OCO5)OC6C(C(C7C(O6)COC(O7)C8=CC=CS8)O)O. Cell line: ACHN. Synergy scores: CSS=54.5, Synergy_ZIP=-3.36, Synergy_Bliss=-4.98, Synergy_Loewe=-36.4, Synergy_HSA=-4.37. (6) Drug 1: CC1=C(C=C(C=C1)NC(=O)C2=CC=C(C=C2)CN3CCN(CC3)C)NC4=NC=CC(=N4)C5=CN=CC=C5. Drug 2: CN1C2=C(C=C(C=C2)N(CCCl)CCCl)N=C1CCCC(=O)O.Cl. Cell line: ACHN. Synergy scores: CSS=-2.44, Synergy_ZIP=2.35, Synergy_Bliss=2.12, Synergy_Loewe=-3.21, Synergy_HSA=-2.54.